From a dataset of Forward reaction prediction with 1.9M reactions from USPTO patents (1976-2016). Predict the product of the given reaction. The product is: [CH3:1][C:2]1[CH:7]=[CH:6][C:5]([C:8]2[N:12]=[C:11]([N:17]3[CH2:21][CH2:20][C@H:19]([NH:22][C:23](=[O:29])[O:24][C:25]([CH3:27])([CH3:26])[CH3:28])[CH2:18]3)[O:10][N:9]=2)=[CH:4][CH:3]=1. Given the reactants [CH3:1][C:2]1[CH:7]=[CH:6][C:5]([C:8]2[N:12]=[C:11](C(Cl)(Cl)Cl)[O:10][N:9]=2)=[CH:4][CH:3]=1.[NH:17]1[CH2:21][CH2:20][C@H:19]([NH:22][C:23](=[O:29])[O:24][C:25]([CH3:28])([CH3:27])[CH3:26])[CH2:18]1, predict the reaction product.